This data is from Full USPTO retrosynthesis dataset with 1.9M reactions from patents (1976-2016). The task is: Predict the reactants needed to synthesize the given product. (1) Given the product [CH:24]([OH:45])=[O:23].[NH2:2][C:3]1[N:8]=[CH:7][N:6]=[C:5]2[N:9]([CH:20]([C:22]3[O:23][C:24](=[O:45])[C:25]4[C:30]([C:31]=3[C:32]3[CH2:33][NH:34][CH2:35][CH2:36][CH:37]=3)=[CH:29][CH:28]=[CH:27][CH:26]=4)[CH3:21])[N:10]=[C:11]([C:12]3[CH:17]=[C:16]([OH:18])[CH:15]=[C:14]([F:19])[CH:13]=3)[C:4]=12, predict the reactants needed to synthesize it. The reactants are: Cl.[NH2:2][C:3]1[N:8]=[CH:7][N:6]=[C:5]2[N:9]([CH:20]([C:22]3[O:23][C:24](=[O:45])[C:25]4[C:30]([C:31]=3[C:32]3[CH2:33][N:34](CC5C=CC=CC=5)[CH2:35][CH2:36][CH:37]=3)=[CH:29][CH:28]=[CH:27][CH:26]=4)[CH3:21])[N:10]=[C:11]([C:12]3[CH:17]=[C:16]([OH:18])[CH:15]=[C:14]([F:19])[CH:13]=3)[C:4]=12.CCN(C(C)C)C(C)C.C(Cl)(=O)OC(Cl)C. (2) Given the product [OH:5][CH2:4][CH:3]([NH:2][C:21](=[O:22])[O:23][C:24]([CH3:27])([CH3:26])[CH3:25])[C:6]1[CH:11]=[CH:10][CH:9]=[CH:8][C:7]=1[C:12]([F:13])([F:14])[F:15], predict the reactants needed to synthesize it. The reactants are: Cl.[NH2:2][CH:3]([C:6]1[CH:11]=[CH:10][CH:9]=[CH:8][C:7]=1[C:12]([F:15])([F:14])[F:13])[CH2:4][OH:5].C(=O)([O-])O.[Na+].[C:21](O[C:21]([O:23][C:24]([CH3:27])([CH3:26])[CH3:25])=[O:22])([O:23][C:24]([CH3:27])([CH3:26])[CH3:25])=[O:22]. (3) Given the product [CH:3]([C@H:2]1[CH2:6][O:7][C:8](=[O:9])[NH:1]1)([CH3:5])[CH3:4], predict the reactants needed to synthesize it. The reactants are: [NH2:1][C@H:2]([CH2:6][OH:7])[CH:3]([CH3:5])[CH3:4].[C:8](=O)([O-])[O-:9].[K+].[K+].C(=O)(OC)OC.